Dataset: Full USPTO retrosynthesis dataset with 1.9M reactions from patents (1976-2016). Task: Predict the reactants needed to synthesize the given product. (1) Given the product [Br:12][C:9]1[CH:10]=[C:11]2[C:6](=[CH:7][CH:8]=1)[NH:5][CH2:4][CH2:3][CH:2]2[CH3:1], predict the reactants needed to synthesize it. The reactants are: [CH3:1][CH:2]1[C:11]2[C:6](=[CH:7][CH:8]=[CH:9][CH:10]=2)[NH:5][CH2:4][CH2:3]1.[Br:12]N1C(=O)CCC1=O. (2) Given the product [CH3:1][N:2]1[CH:6]=[CH:5][C:4]([CH2:7][O:8][C:9]2[CH:10]=[CH:11][C:12]3[N:29]=[C:32]([C@H:33]4[CH2:34][CH2:35][CH2:36][CH2:37][C@H:38]4[C:30]([OH:40])=[O:31])[N:15]([CH2:16][C:17]4[CH:22]=[CH:21][C:20]([O:23][C:24]([F:25])([F:26])[F:27])=[CH:19][C:18]=4[CH3:28])[C:13]=3[CH:14]=2)=[N:3]1, predict the reactants needed to synthesize it. The reactants are: [CH3:1][N:2]1[CH:6]=[CH:5][C:4]([CH2:7][O:8][C:9]2[CH:14]=[C:13]([NH:15][CH2:16][C:17]3[CH:22]=[CH:21][C:20]([O:23][C:24]([F:27])([F:26])[F:25])=[CH:19][C:18]=3[CH3:28])[C:12]([NH2:29])=[CH:11][CH:10]=2)=[N:3]1.[C:30]1(=[O:40])[C@@H:38]2[C@@H:33]([CH2:34][CH2:35][CH2:36][CH2:37]2)[C:32](=O)[O:31]1. (3) Given the product [Cl:1][C:2]1[CH:9]=[CH:8][C:5]([CH2:6][N:13]([C:12]2[CH:14]=[CH:15][C:16]([Cl:18])=[CH:17][C:11]=2[Cl:10])[C:37](=[O:57])[CH2:38][CH2:39][CH2:40][CH:41]=[CH:42][CH2:43][CH:44]=[CH:45][CH2:46][CH:47]=[CH:48][CH2:49][CH:50]=[CH:51][CH2:52][CH2:53][CH2:54][CH2:55][CH3:56])=[CH:4][CH:3]=1, predict the reactants needed to synthesize it. The reactants are: [Cl:1][C:2]1[CH:9]=[CH:8][C:5]([CH:6]=O)=[CH:4][CH:3]=1.[Cl:10][C:11]1[CH:17]=[C:16]([Cl:18])[CH:15]=[CH:14][C:12]=1[NH2:13].C(O[BH-](OC(=O)C)OC(=O)C)(=O)C.[Na+].C(O)(=O)C.[C:37](O)(=[O:57])[CH2:38][CH2:39][CH2:40]/[CH:41]=[CH:42]\[CH2:43]/[CH:44]=[CH:45]\[CH2:46]/[CH:47]=[CH:48]\[CH2:49]/[CH:50]=[CH:51]\[CH2:52][CH2:53][CH2:54][CH2:55][CH3:56].C(Cl)(=O)C(Cl)=O. (4) Given the product [Br:7][C:8]1[CH:17]=[CH:16][C:11]([CH2:12][OH:13])=[C:10]([CH3:18])[CH:9]=1, predict the reactants needed to synthesize it. The reactants are: [H-].[H-].[H-].[H-].[Li+].[Al+3].[Br:7][C:8]1[CH:17]=[CH:16][C:11]([C:12](OC)=[O:13])=[C:10]([CH3:18])[CH:9]=1.